Dataset: Forward reaction prediction with 1.9M reactions from USPTO patents (1976-2016). Task: Predict the product of the given reaction. (1) Given the reactants C(OC([N:8]1[CH2:13][CH2:12][CH:11]([N:14]([CH:29]2[CH2:31][CH2:30]2)[C:15](=[O:28])[C:16]2[CH:21]=[CH:20][C:19]([C:22]3[O:26][CH:25]=[N:24][C:23]=3[CH3:27])=[CH:18][CH:17]=2)[CH2:10][CH2:9]1)=O)(C)(C)C.[F:32][C:33]([F:38])([F:37])[C:34]([OH:36])=[O:35], predict the reaction product. The product is: [CH:29]1([N:14]([CH:11]2[CH2:12][CH2:13][NH:8][CH2:9][CH2:10]2)[C:15](=[O:28])[C:16]2[CH:17]=[CH:18][C:19]([C:22]3[O:26][CH:25]=[N:24][C:23]=3[CH3:27])=[CH:20][CH:21]=2)[CH2:31][CH2:30]1.[F:32][C:33]([F:38])([F:37])[C:34]([OH:36])=[O:35]. (2) Given the reactants [Cl:1][C:2]1[CH:3]=[C:4]([C@H:8]([OH:22])[C@@H:9]2[CH2:14][CH2:13][CH2:12][N:11]([C:15]([O:17][C:18]([CH3:21])([CH3:20])[CH3:19])=[O:16])[CH2:10]2)[CH:5]=[CH:6][CH:7]=1.[H-].[Na+].Br[CH2:26][C:27]#[N:28], predict the reaction product. The product is: [Cl:1][C:2]1[CH:3]=[C:4]([C@H:8]([O:22][CH2:26][C:27]#[N:28])[C@@H:9]2[CH2:14][CH2:13][CH2:12][N:11]([C:15]([O:17][C:18]([CH3:19])([CH3:21])[CH3:20])=[O:16])[CH2:10]2)[CH:5]=[CH:6][CH:7]=1. (3) Given the reactants CC1(C)C=C(C)C2C(=CC=C(O[S:14](C(F)(F)F)(=O)=O)C=2)N1.[CH2:22]([S:25][CH2:26][C:27]1[C:36]2[C:31](=[CH:32][CH:33]=[C:34]([C:37]3[CH:42]=[CH:41]C=C[C:38]=3C3C=CC=CC=3)[CH:35]=2)[NH:30][C:29]([CH3:50])([CH3:49])[CH:28]=1)[CH:23]=[CH2:24].C1(C2C=CC=CC=2)C(B(O)O)=CC=CC=1.C(S)C=C, predict the reaction product. The product is: [CH2:22]([S:25][CH2:26][C:27]1[C:36]2[C:31](=[CH:32][CH:33]=[C:34]([C:37]3[CH:42]=[CH:41][S:14][CH:38]=3)[CH:35]=2)[NH:30][C:29]([CH3:49])([CH3:50])[CH:28]=1)[CH:23]=[CH2:24]. (4) Given the reactants [H-].[Na+].[C:3]([O:7][C:8]([N:10]1[CH2:15][CH2:14][C:13](=O)[CH2:12][CH2:11]1)=[O:9])([CH3:6])([CH3:5])[CH3:4].C(OP([CH2:25][C:26]([O:28][CH2:29][CH3:30])=[O:27])(OCC)=O)C, predict the reaction product. The product is: [CH2:29]([O:28][C:26](=[O:27])[CH:25]=[C:13]1[CH2:14][CH2:15][N:10]([C:8]([O:7][C:3]([CH3:6])([CH3:5])[CH3:4])=[O:9])[CH2:11][CH2:12]1)[CH3:30]. (5) Given the reactants [Cl:1][C:2]1[CH:3]=[C:4]([CH:7]=[C:8]([O:11][CH3:12])[C:9]=1[OH:10])[CH:5]=[O:6].C([O-])([O-])=O.[Cs+].[Cs+].[CH2:19](Cl)[C:20]1[CH:25]=[CH:24][CH:23]=[CH:22][CH:21]=1, predict the reaction product. The product is: [Cl:1][C:2]1[CH:3]=[C:4]([CH:7]=[C:8]([O:11][CH3:12])[C:9]=1[O:10][CH2:19][C:20]1[CH:25]=[CH:24][CH:23]=[CH:22][CH:21]=1)[CH:5]=[O:6]. (6) Given the reactants [NH2:1][C:2]1[N:7]=[C:6]([S:8][CH2:9][C:10]([NH2:12])=[O:11])[C:5]([C:13]#[N:14])=[C:4]([C:15]2[O:16][CH:17]=[CH:18][CH:19]=2)[C:3]=1[C:20]#[N:21].[N:22]1([CH2:27][CH2:28][CH2:29]N)[CH2:26][CH2:25][CH2:24][CH2:23]1, predict the reaction product. The product is: [NH2:14][C:13]1[C:5]2[C:6](=[N:7][C:2]([NH:1][CH2:29][CH2:28][CH2:27][N:22]3[CH2:26][CH2:25][CH2:24][CH2:23]3)=[C:3]([C:20]#[N:21])[C:4]=2[C:15]2[O:16][CH:17]=[CH:18][CH:19]=2)[S:8][C:9]=1[C:10]([NH2:12])=[O:11]. (7) Given the reactants [C:1]([O:5][C:6]([N:8]1[C:12]2[CH:13]([NH:17][CH2:18][CH2:19][CH2:20][CH2:21][NH:22][C:23]([O:25][C:26]([CH3:29])([CH3:28])[CH3:27])=[O:24])[CH2:14][CH2:15][CH2:16][C:11]=2[N:10]=[CH:9]1)=[O:7])([CH3:4])([CH3:3])[CH3:2].[C:30]([O:34][C:35]([N:37]1[C:41]2[CH:42]=[CH:43][CH:44]=[CH:45][C:40]=2[N:39]=[C:38]1[CH2:46]Cl)=[O:36])([CH3:33])([CH3:32])[CH3:31].[I-].[K+].C(N(C(C)C)CC)(C)C.C(=O)(O)[O-].[Na+], predict the reaction product. The product is: [C:30]([O:34][C:35]([N:37]1[C:41]2[CH:42]=[CH:43][CH:44]=[CH:45][C:40]=2[N:39]=[C:38]1[CH2:46][N:17]([CH2:18][CH2:19][CH2:20][CH2:21][NH:22][C:23]([O:25][C:26]([CH3:29])([CH3:28])[CH3:27])=[O:24])[CH:13]1[C:12]2[N:8]([C:6]([O:5][C:1]([CH3:4])([CH3:3])[CH3:2])=[O:7])[CH:9]=[N:10][C:11]=2[CH2:16][CH2:15][CH2:14]1)=[O:36])([CH3:33])([CH3:32])[CH3:31]. (8) Given the reactants [Cl:1][C:2]1[CH:11]=[CH:10][C:5]([C:6]([NH:8][NH2:9])=[O:7])=[CH:4][CH:3]=1.[Cl:12][C:13]1[C:14]([CH3:29])=[C:15]([NH:21][C@H:22]([C@H:26]([OH:28])[CH3:27])[C:23](O)=[O:24])[CH:16]=[CH:17][C:18]=1[C:19]#[N:20], predict the reaction product. The product is: [Cl:1][C:2]1[CH:11]=[CH:10][C:5]([C:6]([NH:8][NH:9][C:23](=[O:24])[C@H:22]([NH:21][C:15]2[CH:16]=[CH:17][C:18]([C:19]#[N:20])=[C:13]([Cl:12])[C:14]=2[CH3:29])[C@H:26]([OH:28])[CH3:27])=[O:7])=[CH:4][CH:3]=1. (9) Given the reactants [OH:1][N:2]=[C:3]([C:5]1[CH:6]=[CH:7][C:8]([CH2:11][N:12]([CH3:21])[CH2:13][C:14]([O:16][C:17]([CH3:20])([CH3:19])[CH3:18])=[O:15])=[N:9][CH:10]=1)[NH2:4].Br[C:23]1[CH:32]=[CH:31][C:26]([C:27]([O:29][CH3:30])=O)=[CH:25][C:24]=1[CH2:33]OC.[CH2:36](Cl)[CH2:37]Cl, predict the reaction product. The product is: [CH3:30][O:29][CH2:27][C:26]1[CH:25]=[C:24]([C:33]2[O:1][N:2]=[C:3]([C:5]3[CH:6]=[CH:7][C:8]([CH2:11][N:12]([CH3:21])[CH2:13][C:14]([O:16][C:17]([CH3:18])([CH3:20])[CH3:19])=[O:15])=[N:9][CH:10]=3)[N:4]=2)[CH:23]=[CH:32][C:31]=1[C:8]1[CH:7]=[CH:6][CH:5]=[CH:3][C:36]=1[CH3:37]. (10) Given the reactants [B-](F)(F)(F)F.C[CH2:7][O:8][C:9]([C:11]([C:21]#[N:22])=NOC(N(C)C)=[N+](C)C)=O.C(N(CC)C(C)C)(C)C.[Br:32][C:33]1[S:37][C:36]([C:38]([OH:40])=O)=[C:35]([NH:41][C:42]([O:44][C:45]([CH3:48])([CH3:47])[CH3:46])=[O:43])[CH:34]=1.CONC1C=C[C:55]([O:58][CH2:59][CH2:60][N:61]2[CH2:65][CH2:64][CH2:63][CH2:62]2)=[CH:54][CH:53]=1, predict the reaction product. The product is: [C:45]([O:44][C:42](=[O:43])[NH:41][C:35]1[CH:34]=[C:33]([Br:32])[S:37][C:36]=1[C:38](=[O:40])[NH:22][C:21]1[CH:53]=[CH:54][C:55]([O:58][CH2:59][CH2:60][N:61]2[CH2:62][CH2:63][CH2:64][CH2:65]2)=[C:9]([O:8][CH3:7])[CH:11]=1)([CH3:48])([CH3:47])[CH3:46].